Predict which catalyst facilitates the given reaction. From a dataset of Catalyst prediction with 721,799 reactions and 888 catalyst types from USPTO. (1) Reactant: [NH2:1][C:2]1[CH:7]=[CH:6][C:5]([C:8]2[C:12]([NH:13][C:14](=[O:25])[O:15][CH:16]([C:18]3[CH:23]=[CH:22][CH:21]=[CH:20][C:19]=3[Cl:24])[CH3:17])=[CH:11][O:10][N:9]=2)=[CH:4][CH:3]=1.[C:26]1(=[O:32])[O:31][C:29](=[O:30])[CH2:28][CH2:27]1. Product: [Cl:24][C:19]1[CH:20]=[CH:21][CH:22]=[CH:23][C:18]=1[CH:16]([O:15][C:14]([NH:13][C:12]1[C:8]([C:5]2[CH:4]=[CH:3][C:2]([NH:1][C:26](=[O:32])[CH2:27][CH2:28][C:29]([OH:31])=[O:30])=[CH:7][CH:6]=2)=[N:9][O:10][CH:11]=1)=[O:25])[CH3:17]. The catalyst class is: 21. (2) Product: [NH2:27][CH2:26][CH2:25][C:22]1[CH:23]=[CH:24][C:5]([Cl:4])=[C:6]([CH:21]=1)[C:7]([NH:9][CH2:10][C:11]12[CH2:18][CH:17]3[CH2:19][CH:13]([CH2:14][CH:15]([CH2:16]3)[CH2:20]1)[CH2:12]2)=[O:8]. The catalyst class is: 8. Reactant: [C-]#N.[K+].[Cl:4][C:5]1[CH:24]=[CH:23][C:22]([CH2:25][C:26]#[N:27])=[CH:21][C:6]=1[C:7]([NH:9][CH2:10][C:11]12[CH2:20][CH:15]3[CH2:16][CH:17]([CH2:19][CH:13]([CH2:14]3)[CH2:12]1)[CH2:18]2)=[O:8].C1OCCOCCOCCOCCOCCOC1. (3) Reactant: C([N:8]1[CH2:13][CH2:12][CH:11]([O:14][C:15]2[CH:16]=[C:17]([CH:35]=[CH:36][CH:37]=2)[CH2:18][NH:19][C:20](=[O:34])[C:21]2[CH:26]=[CH:25][C:24]([O:27][C:28]3[CH:33]=[CH:32][CH:31]=[CH:30][CH:29]=3)=[CH:23][CH:22]=2)[CH2:10][CH2:9]1)C1C=CC=CC=1. Product: [O:27]([C:24]1[CH:23]=[CH:22][C:21]([C:20]([NH:19][CH2:18][C:17]2[CH:35]=[CH:36][CH:37]=[C:15]([O:14][CH:11]3[CH2:10][CH2:9][NH:8][CH2:13][CH2:12]3)[CH:16]=2)=[O:34])=[CH:26][CH:25]=1)[C:28]1[CH:29]=[CH:30][CH:31]=[CH:32][CH:33]=1. The catalyst class is: 19.